Dataset: Forward reaction prediction with 1.9M reactions from USPTO patents (1976-2016). Task: Predict the product of the given reaction. (1) Given the reactants C(N(CC)CC)C.[C:8]([O:12][C:13]([N:15]1[CH2:20][CH2:19][N:18]([CH2:21][CH2:22]O)[CH2:17][CH2:16]1)=[O:14])([CH3:11])([CH3:10])[CH3:9].CS(Cl)(=O)=O.[SH:29][C:30]1[NH:31][C:32]2[CH:38]=[CH:37][CH:36]=[CH:35][C:33]=2[N:34]=1.C(=O)([O-])[O-].[K+].[K+].C1OCCOCCOCCOCCOCCOC1, predict the reaction product. The product is: [N:31]1[C:32]2[CH:38]=[CH:37][CH:36]=[CH:35][C:33]=2[NH:34][C:30]=1[S:29][CH2:22][CH2:21][N:18]1[CH2:19][CH2:20][N:15]([C:13]([O:12][C:8]([CH3:11])([CH3:10])[CH3:9])=[O:14])[CH2:16][CH2:17]1. (2) The product is: [OH:6][C@H:3]1[CH2:4][CH2:5][N:1]([C:12]([O:11][C:8]([CH3:10])([CH3:9])[CH3:7])=[O:13])[CH2:2]1. Given the reactants [NH:1]1[CH2:5][CH2:4][C@H:3]([OH:6])[CH2:2]1.[CH3:7][C:8]([O:11][C:12](O[C:12]([O:11][C:8]([CH3:10])([CH3:9])[CH3:7])=[O:13])=[O:13])([CH3:10])[CH3:9], predict the reaction product. (3) Given the reactants [F:1][C:2]([F:11])([F:10])[C:3]1[N:8]=[CH:7][N:6]=[C:5](O)[CH:4]=1.P(Cl)(Cl)([Cl:14])=O, predict the reaction product. The product is: [Cl:14][C:5]1[CH:4]=[C:3]([C:2]([F:11])([F:10])[F:1])[N:8]=[CH:7][N:6]=1. (4) Given the reactants [Br:1]N1C(=O)NC(=O)N(Br)C1=O.[CH:12]1([C:15]2[CH:24]=[CH:23][C:18]([C:19]([O:21][CH3:22])=[O:20])=[C:17]([O:25][CH2:26][CH3:27])[CH:16]=2)[CH2:14][CH2:13]1.S([O-])([O-])(=O)=S.[Na+].[Na+].C(OCC)(=O)C, predict the reaction product. The product is: [Br:1][C:24]1[C:15]([CH:12]2[CH2:14][CH2:13]2)=[CH:16][C:17]([O:25][CH2:26][CH3:27])=[C:18]([CH:23]=1)[C:19]([O:21][CH3:22])=[O:20]. (5) Given the reactants [C:1]([O:5][C:6](=[O:24])[CH2:7][CH2:8][O:9][CH2:10][CH2:11][O:12][CH2:13][CH2:14][O:15][CH2:16][CH2:17][O:18][CH2:19][CH2:20][N:21]=[N+]=[N-])([CH3:4])([CH3:3])[CH3:2], predict the reaction product. The product is: [C:1]([O:5][C:6](=[O:24])[CH2:7][CH2:8][O:9][CH2:10][CH2:11][O:12][CH2:13][CH2:14][O:15][CH2:16][CH2:17][O:18][CH2:19][CH2:20][NH2:21])([CH3:2])([CH3:4])[CH3:3]. (6) Given the reactants [C:1]([C:3]1[CH:4]=[CH:5][C:6]([F:15])=[C:7]([C:9]2[CH:14]=[CH:13][CH:12]=[CH:11][CH:10]=2)[CH:8]=1)#[N:2].B.Cl.[OH-].[Na+], predict the reaction product. The product is: [F:15][C:6]1[CH:5]=[CH:4][C:3]([CH2:1][NH2:2])=[CH:8][C:7]=1[C:9]1[CH:10]=[CH:11][CH:12]=[CH:13][CH:14]=1.